Dataset: Forward reaction prediction with 1.9M reactions from USPTO patents (1976-2016). Task: Predict the product of the given reaction. (1) Given the reactants [NH2:1][C:2]1[N:7]=[CH:6][CH:5]=[CH:4][N:3]=1.Br[CH:9]([C:15](OCC)=[O:16])[C:10]([O:12][CH2:13][CH3:14])=[O:11], predict the reaction product. The product is: [OH:16][C:15]1[N:1]=[C:2]2[N:7]=[CH:6][CH:5]=[CH:4][N:3]2[C:9]=1[C:10]([O:12][CH2:13][CH3:14])=[O:11]. (2) The product is: [F:1][C:2]1[CH:3]=[C:4]2[C:8](=[CH:9][CH:10]=1)[C:7](=[O:11])[NH:17][CH2:6][CH2:5]2. Given the reactants [F:1][C:2]1[CH:3]=[C:4]2[C:8](=[CH:9][CH:10]=1)[C:7](=[O:11])[CH2:6][CH2:5]2.CS(O)(=O)=O.[N-:17]=[N+]=[N-].[Na+].[OH-].[Na+], predict the reaction product. (3) Given the reactants [CH2:1]([N:8]([C@H:16]1[C@@H:20]([C:21]2[CH:26]=[CH:25][CH:24]=[CH:23][CH:22]=2)[C:19](=O)[N:18]([CH2:28][C:29]2[CH:34]=[CH:33][CH:32]=[CH:31][CH:30]=2)[C:17]1=O)[C:9](=[O:15])[O:10][C:11]([CH3:14])([CH3:13])[CH3:12])[C:2]1[CH:7]=[CH:6][CH:5]=[CH:4][CH:3]=1.B.CO, predict the reaction product. The product is: [CH2:1]([N:8]([C@H:16]1[C@@H:20]([C:21]2[CH:22]=[CH:23][CH:24]=[CH:25][CH:26]=2)[CH2:19][N:18]([CH2:28][C:29]2[CH:30]=[CH:31][CH:32]=[CH:33][CH:34]=2)[CH2:17]1)[C:9](=[O:15])[O:10][C:11]([CH3:14])([CH3:13])[CH3:12])[C:2]1[CH:7]=[CH:6][CH:5]=[CH:4][CH:3]=1.